This data is from TCR-epitope binding with 47,182 pairs between 192 epitopes and 23,139 TCRs. The task is: Binary Classification. Given a T-cell receptor sequence (or CDR3 region) and an epitope sequence, predict whether binding occurs between them. (1) The epitope is LEPLVDLPI. The TCR CDR3 sequence is CASSQTPGQGTEAFF. Result: 1 (the TCR binds to the epitope). (2) The epitope is IPIQASLPF. Result: 0 (the TCR does not bind to the epitope). The TCR CDR3 sequence is CASSLVVPQLPTYEQYF. (3) The epitope is ARMILMTHF. The TCR CDR3 sequence is CAISDGGMNTEAFF. Result: 0 (the TCR does not bind to the epitope).